Dataset: Reaction yield outcomes from USPTO patents with 853,638 reactions. Task: Predict the reaction yield, written as a fraction of the theoretical maximum amount of product (1.0 means a 100% yield; for example, 0.34 means a 34% yield). (1) The reactants are [C:1]1([C:7]2[C:12]([C:13]3[CH:18]=[CH:17][CH:16]=[CH:15][CH:14]=3)=[CH:11][N:10]=[C:9]([CH2:19][CH2:20][CH2:21][CH2:22][CH2:23][CH:24]=[CH:25][C:26]([O-:28])=[O:27])[N:8]=2)[CH:6]=[CH:5][CH:4]=[CH:3][CH:2]=1. The catalyst is C(O)C.[Pd]. The product is [C:1]1([C:7]2[C:12]([C:13]3[CH:14]=[CH:15][CH:16]=[CH:17][CH:18]=3)=[CH:11][N:10]=[C:9]([CH2:19][CH2:20][CH2:21][CH2:22][CH2:23][CH2:24][CH2:25][C:26]([OH:28])=[O:27])[N:8]=2)[CH:2]=[CH:3][CH:4]=[CH:5][CH:6]=1. The yield is 0.340. (2) The reactants are [H-].[Na+].[F:3][C:4]([CH3:10])([CH3:9])[C:5](OC)=[O:6].[C:11](#[N:13])[CH3:12].Cl. The catalyst is C1COCC1.O. The product is [F:3][C:4]([CH3:10])([CH3:9])[C:5](=[O:6])[CH2:12][C:11]#[N:13]. The yield is 0.720. (3) The reactants are Br[C:2]1[CH:3]=[C:4]2[NH:10][N:9]=[N:8][C:5]2=[N:6][CH:7]=1.[N:11]1[CH:16]=[CH:15][C:14]([C:17]2[C:26]3[C:21](=[CH:22][CH:23]=[C:24]([Sn](C)(C)C)[CH:25]=3)[N:20]=[CH:19][CH:18]=2)=[CH:13][CH:12]=1. The catalyst is O1CCOCC1. The product is [N:11]1[CH:16]=[CH:15][C:14]([C:17]2[C:26]3[C:21](=[CH:22][CH:23]=[C:24]([C:2]4[CH:3]=[C:4]5[NH:10][N:9]=[N:8][C:5]5=[N:6][CH:7]=4)[CH:25]=3)[N:20]=[CH:19][CH:18]=2)=[CH:13][CH:12]=1. The yield is 0.140. (4) The reactants are [CH3:1][C@H:2]1[CH2:11][C:9](=[O:10])[C:5](=[C:6]([CH3:8])[CH3:7])[CH2:4][CH2:3]1.C([O-])(O)=[O:13].[Na+].Cl.[CH3:18][CH2:19]OCC. The catalyst is BrBr.CC[O-].[Na+].O. The product is [CH3:1][C@@H:2]1[CH2:3][CH2:4][C:5](=[C:6]([CH3:7])[CH3:8])[CH:11]1[C:9]([O:10][CH2:18][CH3:19])=[O:13]. The yield is 0.640. (5) The reactants are [OH-].[Na+].[OH:3][CH2:4][CH:5]1[CH2:9][CH2:8][N:7]([C:10]2[N:15]=[C:14]([C:16]([NH:18][C:19]3[C:28]([CH3:29])=[CH:27][C:22]([C:23]([O:25]C)=[O:24])=[CH:21][C:20]=3[CH3:30])=[O:17])[C:13]([CH3:31])=[CH:12][CH:11]=2)[CH2:6]1.CO. The catalyst is O.C1COCC1. The product is [OH:3][CH2:4][CH:5]1[CH2:9][CH2:8][N:7]([C:10]2[N:15]=[C:14]([C:16]([NH:18][C:19]3[C:20]([CH3:30])=[CH:21][C:22]([C:23]([OH:25])=[O:24])=[CH:27][C:28]=3[CH3:29])=[O:17])[C:13]([CH3:31])=[CH:12][CH:11]=2)[CH2:6]1. The yield is 0.337. (6) The reactants are [C:1]([N:4]1[C:13]2[C:8](=[CH:9][CH:10]=[CH:11][CH:12]=2)[C:7](=[N:14][C:15]2[CH:20]=[CH:19][CH:18]=[CH:17][C:16]=2[F:21])[CH2:6][CH:5]1[CH3:22])(=[O:3])[CH3:2].C([BH3-])#N.[Na+].Cl.C(=O)([O-])O.[Na+]. The catalyst is CO. The product is [C:1]([N:4]1[C:13]2[C:8](=[CH:9][CH:10]=[CH:11][CH:12]=2)[C@H:7]([NH:14][C:15]2[CH:20]=[CH:19][CH:18]=[CH:17][C:16]=2[F:21])[CH2:6][C@@H:5]1[CH3:22])(=[O:3])[CH3:2]. The yield is 0.880. (7) The reactants are Cl[C:2]1[N:10]=[CH:9][N:8]=[C:7]2[C:3]=1[N:4]=[C:5]([C:11]1[CH:16]=[CH:15][CH:14]=[C:13]([Cl:17])[CH:12]=1)[NH:6]2.[Si:18]([O:25][C@@H:26]1[C@H:30]([CH2:31][O:32][Si:33]([C:36]([CH3:39])([CH3:38])[CH3:37])([CH3:35])[CH3:34])[CH2:29][C@@H:28]([NH2:40])[CH2:27]1)([C:21]([CH3:24])([CH3:23])[CH3:22])([CH3:20])[CH3:19].C(N(CC)C(C)C)(C)C. The catalyst is C(O)C. The product is [Si:18]([O:25][C@@H:26]1[C@H:30]([CH2:31][O:32][Si:33]([C:36]([CH3:39])([CH3:38])[CH3:37])([CH3:34])[CH3:35])[CH2:29][C@@H:28]([NH:40][C:2]2[N:10]=[CH:9][N:8]=[C:7]3[C:3]=2[N:4]=[C:5]([C:11]2[CH:16]=[CH:15][CH:14]=[C:13]([Cl:17])[CH:12]=2)[NH:6]3)[CH2:27]1)([C:21]([CH3:24])([CH3:23])[CH3:22])([CH3:20])[CH3:19]. The yield is 0.760.